From a dataset of NCI-60 drug combinations with 297,098 pairs across 59 cell lines. Regression. Given two drug SMILES strings and cell line genomic features, predict the synergy score measuring deviation from expected non-interaction effect. (1) Drug 1: CC1=C(C=C(C=C1)NC(=O)C2=CC=C(C=C2)CN3CCN(CC3)C)NC4=NC=CC(=N4)C5=CN=CC=C5. Drug 2: COC1=C2C(=CC3=C1OC=C3)C=CC(=O)O2. Cell line: SK-OV-3. Synergy scores: CSS=-3.81, Synergy_ZIP=5.46, Synergy_Bliss=4.64, Synergy_Loewe=-4.84, Synergy_HSA=-4.11. (2) Drug 1: C1=C(C(=O)NC(=O)N1)N(CCCl)CCCl. Drug 2: C1C(C(OC1N2C=NC(=NC2=O)N)CO)O. Cell line: RPMI-8226. Synergy scores: CSS=66.8, Synergy_ZIP=7.93, Synergy_Bliss=7.32, Synergy_Loewe=3.25, Synergy_HSA=10.9.